From a dataset of Full USPTO retrosynthesis dataset with 1.9M reactions from patents (1976-2016). Predict the reactants needed to synthesize the given product. (1) Given the product [ClH:32].[ClH:32].[CH:1]1[CH:10]=[CH:9][C:8]2[O:11][CH2:12][CH2:13][CH2:14][N:6]3[C:7]=2[C:2]=1[C@H:3]1[CH2:17][NH:16][CH2:15][C@H:4]1[CH2:5]3, predict the reactants needed to synthesize it. The reactants are: [CH:1]1[CH:10]=[CH:9][C:8]2[O:11][CH2:12][CH2:13][CH2:14][N:6]3[C:7]=2[C:2]=1[C@H:3]1[CH2:17][N:16](C(OC(C)(C)C)=O)[CH2:15][C@H:4]1[CH2:5]3.FC(F)(F)C(O)=O.[ClH:32].CCOCC. (2) Given the product [F:37][C:34]([F:36])([F:35])[O:33][C:9]1[CH:8]=[CH:7][C:6]([CH:2]=[O:1])=[CH:11][C:10]=1[C:12]1[C:13]([CH3:32])=[CH:14][C:15]2[C:16]([CH3:31])([CH3:30])[CH2:17][CH:18]=[C:19]([C:40]3[CH:41]=[CH:42][S:38][CH:39]=3)[C:20]=2[CH:21]=1, predict the reactants needed to synthesize it. The reactants are: [O:1]1CCO[CH:2]1[C:6]1[CH:7]=[CH:8][C:9]([O:33][C:34]([F:37])([F:36])[F:35])=[C:10]([C:12]2[CH:21]=[C:20]3[C:15]([C:16]([CH3:31])([CH3:30])[CH2:17][CH:18]=[C:19]3OS(C(F)(F)F)(=O)=O)=[CH:14][C:13]=2[CH3:32])[CH:11]=1.[S:38]1[CH:42]=[CH:41][C:40](B(O)O)=[CH:39]1. (3) Given the product [OH:8][CH:9]1[CH2:10][CH2:11][N:12]([C:15]2[CH:16]=[N:17][C:18]3[C:23]([CH:24]=2)=[CH:22][C:21]([S:25][C:26]2[N:30]4[CH:31]=[C:32]([C:35](=[O:37])[CH3:36])[CH:33]=[CH:34][C:29]4=[N:28][N:27]=2)=[CH:20][CH:19]=3)[CH2:13][CH2:14]1, predict the reactants needed to synthesize it. The reactants are: [Si]([O:8][CH:9]1[CH2:14][CH2:13][N:12]([C:15]2[CH:16]=[N:17][C:18]3[C:23]([CH:24]=2)=[CH:22][C:21]([S:25][C:26]2[N:30]4[CH:31]=[C:32]([C:35]([O:37]CC)=[CH2:36])[CH:33]=[CH:34][C:29]4=[N:28][N:27]=2)=[CH:20][CH:19]=3)[CH2:11][CH2:10]1)(C(C)(C)C)(C)C.Cl.C([O-])(O)=O.[Na+]. (4) Given the product [CH:24]1([N:22]([CH3:23])[C:4]2[C:5]([CH3:21])=[C:6]([CH:20]=[C:2]([C:33]3[CH:32]=[N:31][N:30]([CH3:29])[CH:34]=3)[CH:3]=2)[C:7]([NH:9][CH2:10][C:11]2[C:12](=[O:19])[NH:13][C:14]([CH3:18])=[CH:15][C:16]=2[CH3:17])=[O:8])[CH2:28][CH2:27][CH2:26][CH2:25]1, predict the reactants needed to synthesize it. The reactants are: Br[C:2]1[CH:3]=[C:4]([N:22]([CH:24]2[CH2:28][CH2:27][CH2:26][CH2:25]2)[CH3:23])[C:5]([CH3:21])=[C:6]([CH:20]=1)[C:7]([NH:9][CH2:10][C:11]1[C:12](=[O:19])[NH:13][C:14]([CH3:18])=[CH:15][C:16]=1[CH3:17])=[O:8].[CH3:29][N:30]1[CH:34]=[C:33](B(O)O)[CH:32]=[N:31]1.C([O-])([O-])=O.[Na+].[Na+].